This data is from Forward reaction prediction with 1.9M reactions from USPTO patents (1976-2016). The task is: Predict the product of the given reaction. (1) Given the reactants C([N:8]1[CH2:15][C@@H:14]([F:16])[CH2:13][C@H:9]1[C:10](O)=O)(OC(C)(C)C)=O.[C:17]([C:21]1[CH:26]=[CH:25][C:24]([NH2:27])=[C:23]([NH2:28])[CH:22]=1)([CH3:20])([CH3:19])[CH3:18], predict the reaction product. The product is: [C:17]([C:21]1[CH:26]=[CH:25][C:24]2[NH:27][C:10]([C@@H:9]3[CH2:13][C@H:14]([F:16])[CH2:15][NH:8]3)=[N:28][C:23]=2[CH:22]=1)([CH3:20])([CH3:18])[CH3:19]. (2) Given the reactants [CH2:1]([O:3][C:4](=[O:44])[C:5]([O:8][C:9]1[CH:10]=[C:11]2[CH:17]=[C:16]([C:18]([C:25]3[CH:30]=[CH:29][C:28]([S:31]([CH3:34])(=[O:33])=[O:32])=[CH:27][CH:26]=3)=[CH:19][CH:20]3[CH2:24][CH2:23][CH2:22][CH2:21]3)[N:15](S(C3C=CC=CC=3)(=O)=O)[C:12]2=[N:13][CH:14]=1)([CH3:7])[CH3:6])[CH3:2].[F-].C([N+](CCCC)(CCCC)CCCC)CCC, predict the reaction product. The product is: [CH2:1]([O:3][C:4](=[O:44])[C:5]([O:8][C:9]1[CH:10]=[C:11]2[CH:17]=[C:16]([C:18]([C:25]3[CH:26]=[CH:27][C:28]([S:31]([CH3:34])(=[O:33])=[O:32])=[CH:29][CH:30]=3)=[CH:19][CH:20]3[CH2:24][CH2:23][CH2:22][CH2:21]3)[NH:15][C:12]2=[N:13][CH:14]=1)([CH3:7])[CH3:6])[CH3:2]. (3) Given the reactants [C:1]([CH2:4][C:5]([O:7][CH2:8][C@H:9]1[C@H:14]([C:15]2[CH:20]=[CH:19][C:18]([F:21])=[CH:17][CH:16]=2)[CH2:13][CH2:12][N:11]([C:22]([O:24][C:25]2[CH:30]=[CH:29][CH:28]=[CH:27][CH:26]=2)=[O:23])[CH2:10]1)=[O:6])([OH:3])=[O:2].CO.[CH3:33][Si](C=[N+]=[N-])(C)C, predict the reaction product. The product is: [F:21][C:18]1[CH:17]=[CH:16][C:15]([C@@H:14]2[CH2:13][CH2:12][N:11]([C:22]([O:24][C:25]3[CH:30]=[CH:29][CH:28]=[CH:27][CH:26]=3)=[O:23])[CH2:10][C@H:9]2[CH2:8][O:7][C:5](=[O:6])[CH2:4][C:1]([O:3][CH3:33])=[O:2])=[CH:20][CH:19]=1. (4) Given the reactants CC1C=C(C)C=C(C)C=1S([O-])(=O)=O.[NH2:14][N+:15]1[CH:20]=[CH:19][CH:18]=[CH:17][C:16]=1[O:21][CH2:22][C:23]1[C:28]([F:29])=[CH:27][CH:26]=[CH:25][C:24]=1[F:30].[C:31]([O:36][CH2:37][CH3:38])(=[O:35])[C:32]#[C:33][CH3:34].C(=O)([O-])[O-].[K+].[K+].O, predict the reaction product. The product is: [CH2:37]([O:36][C:31]([C:32]1[C:33]([CH3:34])=[N:14][N:15]2[C:16]([O:21][CH2:22][C:23]3[C:28]([F:29])=[CH:27][CH:26]=[CH:25][C:24]=3[F:30])=[CH:17][CH:18]=[CH:19][C:20]=12)=[O:35])[CH3:38]. (5) Given the reactants [Br:1][C:2]1[O:6][C:5]([CH3:7])=[C:4]([C:8](OC)=[O:9])[CH:3]=1.[H-].[Al+3].[Li+].[H-].[H-].[H-].Cl.O, predict the reaction product. The product is: [Br:1][C:2]1[O:6][C:5]([CH3:7])=[C:4]([CH2:8][OH:9])[CH:3]=1. (6) The product is: [CH3:25][N:26]1[C:27](=[O:59])[C:28]([NH:41][C:42]2[CH:47]=[CH:46][C:45]([N:48]3[CH2:53][CH2:52][N:51]([CH:54]4[CH2:55][O:56][CH2:57]4)[CH2:50][C@@H:49]3[CH3:58])=[CH:44][N:43]=2)=[CH:29][C:30]([C:2]2[CH:7]=[CH:6][N:5]=[C:4]([N:8]3[C:20](=[O:21])[C:19]4[N:11]([C:12]5[C@H:13]6[CH2:22][C@@H:16]([C:17]=5[CH:18]=4)[CH2:15][CH2:14]6)[CH2:10][CH2:9]3)[C:3]=2[CH:23]=[O:24])=[CH:31]1. Given the reactants Cl[C:2]1[CH:7]=[CH:6][N:5]=[C:4]([N:8]2[C:20](=[O:21])[C:19]3[N:11]([C:12]4[C@H:13]5[CH2:22][C@@H:16]([C:17]=4[CH:18]=3)[CH2:15][CH2:14]5)[CH2:10][CH2:9]2)[C:3]=1[CH:23]=[O:24].[CH3:25][N:26]1[CH:31]=[C:30](B2OC(C)(C)C(C)(C)O2)[CH:29]=[C:28]([NH:41][C:42]2[CH:47]=[CH:46][C:45]([N:48]3[CH2:53][CH2:52][N:51]([CH:54]4[CH2:57][O:56][CH2:55]4)[CH2:50][C@@H:49]3[CH3:58])=[CH:44][N:43]=2)[C:27]1=[O:59].C([O-])(=O)C.[Na+], predict the reaction product. (7) Given the reactants C1C(C#N)=CC2C(CCCCN3CCN(C4C=CC5OC(C(N)=O)=CC=5C=4)CC3)=CNC=2C=1.[OH:34][CH2:35][CH2:36][CH2:37][CH2:38][C:39]1[C:47]2[C:42](=[CH:43][CH:44]=[C:45]([C:48]#[N:49])[CH:46]=2)[NH:41][CH:40]=1, predict the reaction product. The product is: [O:34]=[CH:35][CH2:36][CH2:37][CH2:38][C:39]1[C:47]2[C:42](=[CH:43][CH:44]=[C:45]([C:48]#[N:49])[CH:46]=2)[NH:41][CH:40]=1. (8) Given the reactants [Cl:1][C:2]1[CH:3]=[C:4]([C:8]2[CH:9]=[C:10](N)[CH:11]=[N:12][C:13]=2[O:14][CH3:15])[CH:5]=[CH:6][CH:7]=1.[Br:17]C1C=C(N)C=NC=1OC.C(Cl)Cl.C([O-])(O)=O.[Na+], predict the reaction product. The product is: [Br:17][C:10]1[CH:9]=[C:8]([C:4]2[CH:5]=[CH:6][CH:7]=[C:2]([Cl:1])[CH:3]=2)[C:13]([O:14][CH3:15])=[N:12][CH:11]=1. (9) Given the reactants F[C:2]1[CH:7]=[CH:6][CH:5]=[CH:4][C:3]=1[S:8]([NH:11][C@H:12]([CH2:16][C:17]1[CH:22]=[CH:21][C:20]([OH:23])=[CH:19][CH:18]=1)[C:13]([OH:15])=[O:14])(=[O:10])=[O:9].[F:24]C1C=CC(S(Cl)(=O)=O)=CC=1, predict the reaction product. The product is: [F:24][C:6]1[CH:5]=[CH:4][C:3]([S:8]([NH:11][C@H:12]([CH2:16][C:17]2[CH:22]=[CH:21][C:20]([OH:23])=[CH:19][CH:18]=2)[C:13]([OH:15])=[O:14])(=[O:10])=[O:9])=[CH:2][CH:7]=1.